Dataset: Forward reaction prediction with 1.9M reactions from USPTO patents (1976-2016). Task: Predict the product of the given reaction. (1) Given the reactants [Cl:1][C:2]1[CH:3]=[C:4]2[C:8](=[CH:9][CH:10]=1)[NH:7][C:6](=[O:11])[C:5]2=[C:12]1[C:20]2[C:15](=[CH:16][C:17]([N:21]([CH3:23])[CH3:22])=[CH:18][CH:19]=2)[CH2:14][O:13]1.[CH2:24]=O.[NH:26]1[CH2:31][CH2:30][CH2:29][CH2:28][CH2:27]1, predict the reaction product. The product is: [Cl:1][C:2]1[CH:3]=[C:4]2[C:8](=[CH:9][CH:10]=1)[N:7]([CH2:24][N:26]1[CH2:31][CH2:30][CH2:29][CH2:28][CH2:27]1)[C:6](=[O:11])[C:5]2=[C:12]1[C:20]2[C:15](=[CH:16][C:17]([N:21]([CH3:23])[CH3:22])=[CH:18][CH:19]=2)[CH2:14][O:13]1. (2) Given the reactants [C:14]1(P([C:14]2[CH:19]=[CH:18][CH:17]=[CH:16][CH:15]=2)[C:14]2[CH:19]=[CH:18][CH:17]=[CH:16][CH:15]=2)[CH:19]=[CH:18][CH:17]=[CH:16][CH:15]=1.CCOC(/N=N/C([O:29][CH2:30][CH3:31])=O)=O.[C:32]1([CH:39]=[CH:38]C=C(O)C=1)O.[CH3:40][C:41]([CH3:46])([CH3:45])[CH2:42][CH2:43][OH:44].[CH2:47]1COCC1, predict the reaction product. The product is: [CH3:40][C:41]([CH3:46])([CH3:45])[CH2:42][CH2:43][O:44][C:14]1[CH:15]=[CH:16][CH:17]=[C:18]([O:29][CH2:30][CH2:31][C:39]([CH3:38])([CH3:32])[CH3:47])[CH:19]=1.